This data is from Forward reaction prediction with 1.9M reactions from USPTO patents (1976-2016). The task is: Predict the product of the given reaction. (1) Given the reactants S(Cl)(Cl)=O.[CH2:5]([N:12]1[C:17](=[O:18])[C:16]([CH3:20])([CH3:19])[O:15][CH2:14][CH:13]1[C:21]([OH:23])=[O:22])[C:6]1[CH:11]=[CH:10][CH:9]=[CH:8][CH:7]=1.[CH3:24]O, predict the reaction product. The product is: [CH2:5]([N:12]1[C:17](=[O:18])[C:16]([CH3:20])([CH3:19])[O:15][CH2:14][CH:13]1[C:21]([O:23][CH3:24])=[O:22])[C:6]1[CH:11]=[CH:10][CH:9]=[CH:8][CH:7]=1. (2) Given the reactants [Br:1][C:2]1[CH:11]=[C:10]2[C:5]([C:6]([NH:15][CH2:16][CH2:17][CH2:18][NH:19][C:20](=[O:26])[O:21][C:22]([CH3:25])([CH3:24])[CH3:23])=[C:7]([N+:12]([O-])=O)[CH:8]=[N:9]2)=[CH:4][CH:3]=1, predict the reaction product. The product is: [NH2:12][C:7]1[CH:8]=[N:9][C:10]2[C:5]([C:6]=1[NH:15][CH2:16][CH2:17][CH2:18][NH:19][C:20](=[O:26])[O:21][C:22]([CH3:23])([CH3:25])[CH3:24])=[CH:4][CH:3]=[C:2]([Br:1])[CH:11]=2. (3) Given the reactants [C:1]([C:3]1[CH:20]=[CH:19][C:6]([CH2:7][NH:8][C:9](=[O:18])[C:10]2[CH:15]=[C:14]([CH3:16])[CH:13]=[C:12]([OH:17])[CH:11]=2)=[C:5]([O:21][CH2:22][C:23](=[O:26])[NH:24][CH3:25])[CH:4]=1)#[N:2].I[CH2:28][C:29]([NH2:31])=[O:30], predict the reaction product. The product is: [C:29]([CH2:28][O:17][C:12]1[CH:11]=[C:10]([CH:15]=[C:14]([CH3:16])[CH:13]=1)[C:9]([NH:8][CH2:7][C:6]1[CH:19]=[CH:20][C:3]([C:1]#[N:2])=[CH:4][C:5]=1[O:21][CH2:22][C:23](=[O:26])[NH:24][CH3:25])=[O:18])(=[O:30])[NH2:31].